From a dataset of Forward reaction prediction with 1.9M reactions from USPTO patents (1976-2016). Predict the product of the given reaction. (1) Given the reactants Br[C:2]1[CH:3]=[C:4]2[C:8](=[CH:9][CH:10]=1)[NH:7][CH:6]=[C:5]2[CH2:11][CH2:12][CH2:13][N:14]([CH3:16])[CH3:15].C(P(C(C)(C)C)C(C)(C)C)(C)(C)C.C[Si](C)(C)[Si](C)(C)C.[Li].[NH3:39], predict the reaction product. The product is: [CH3:15][N:14]([CH3:16])[CH2:13][CH2:12][CH2:11][C:5]1[C:4]2[C:8](=[CH:9][CH:10]=[C:2]([NH2:39])[CH:3]=2)[NH:7][CH:6]=1. (2) Given the reactants Cl.[NH2:2][CH:3]([CH2:7][CH2:8][C:9]1[CH:14]=[CH:13][CH:12]=[CH:11][C:10]=1[Cl:15])[C:4]([OH:6])=O.C(N(CC)CC)C.[Cl:23][C:24]1[CH:35]=[C:28]2[C:29](OC(=O)[NH:33][C:27]2=[CH:26][CH:25]=1)=[O:30], predict the reaction product. The product is: [Cl:23][C:24]1[CH:25]=[CH:26][C:27]2[NH:33][C:4](=[O:6])[CH:3]([CH2:7][CH2:8][C:9]3[CH:14]=[CH:13][CH:12]=[CH:11][C:10]=3[Cl:15])[NH:2][C:29](=[O:30])[C:28]=2[CH:35]=1.